This data is from NCI-60 drug combinations with 297,098 pairs across 59 cell lines. The task is: Regression. Given two drug SMILES strings and cell line genomic features, predict the synergy score measuring deviation from expected non-interaction effect. Drug 1: CC1=C(C=C(C=C1)NC2=NC=CC(=N2)N(C)C3=CC4=NN(C(=C4C=C3)C)C)S(=O)(=O)N.Cl. Drug 2: CN(C(=O)NC(C=O)C(C(C(CO)O)O)O)N=O. Cell line: NCI-H322M. Synergy scores: CSS=0.0340, Synergy_ZIP=3.09, Synergy_Bliss=3.25, Synergy_Loewe=1.62, Synergy_HSA=1.48.